Dataset: Full USPTO retrosynthesis dataset with 1.9M reactions from patents (1976-2016). Task: Predict the reactants needed to synthesize the given product. (1) Given the product [CH3:19][O:18][C:17](=[O:20])[NH:16][C:4]1[CH:5]=[CH:6][C:7]2[N:8]([CH2:9][CH:10]3[CH2:15][CH2:14][CH2:13][CH2:12][CH2:11]3)[C:21]([C:22]([CH3:27])([CH3:26])[CH3:23])=[N:1][C:2]=2[CH:3]=1, predict the reactants needed to synthesize it. The reactants are: [NH2:1][C:2]1[CH:3]=[C:4]([NH:16][C:17](=[O:20])[O:18][CH3:19])[CH:5]=[CH:6][C:7]=1[NH:8][CH2:9][CH:10]1[CH2:15][CH2:14][CH2:13][CH2:12][CH2:11]1.[CH3:21][C:22]([CH3:27])([CH3:26])[C:23](Cl)=O. (2) The reactants are: [C:1]([O:4][C@H:5]1[C@@H:9]([O:10][C:11](=[O:13])[CH3:12])[C@H:8]([C:14]2[C:18]3[N:19]=[CH:20][N:21]=[C:22](Cl)[C:17]=3[NH:16][CH:15]=2)[N:7]([C:24]([O:26][C:27]([CH3:30])([CH3:29])[CH3:28])=[O:25])[C@@H:6]1[CH2:31][O:32][C:33](=[O:35])[CH3:34])(=[O:3])[CH3:2].[N-:36]=[N+:37]=[N-:38].[Na+].CO.C(Cl)(Cl)Cl.CCCCCC. Given the product [C:1]([O:4][C@H:5]1[C@@H:9]([O:10][C:11](=[O:13])[CH3:12])[C@H:8]([C:14]2[C:18]3[N:19]=[CH:20][N:21]=[C:22]([N:36]=[N+:37]=[N-:38])[C:17]=3[NH:16][CH:15]=2)[N:7]([C:24]([O:26][C:27]([CH3:30])([CH3:29])[CH3:28])=[O:25])[C@@H:6]1[CH2:31][O:32][C:33](=[O:35])[CH3:34])(=[O:3])[CH3:2], predict the reactants needed to synthesize it.